The task is: Predict the reactants needed to synthesize the given product.. This data is from Full USPTO retrosynthesis dataset with 1.9M reactions from patents (1976-2016). The reactants are: [O:1]=[S:2]1(=[O:25])[CH2:6][C:5]2[CH:7]=[C:8]([C:11]3[CH:12]=[N:13][C:14]([O:23][CH3:24])=[C:15]4[C:20]=3[N:19]=[C:18]([C:21]#[N:22])[CH:17]=[CH:16]4)[CH:9]=[CH:10][C:4]=2[NH:3]1.[OH-:26].[Na+].Cl.O1CCOCC1.CN(C(ON1N=NC2C=CC=NC1=2)=[N+](C)C)C.F[P-](F)(F)(F)(F)F.[CH3:59]N.C1COCC1.CCN(C(C)C)C(C)C. Given the product [O:25]=[S:2]1(=[O:1])[CH2:6][C:5]2[CH:7]=[C:8]([C:11]3[CH:12]=[N:13][C:14]([O:23][CH3:24])=[C:15]4[C:20]=3[N:19]=[C:18]([C:21]([NH:22][CH3:59])=[O:26])[CH:17]=[CH:16]4)[CH:9]=[CH:10][C:4]=2[NH:3]1, predict the reactants needed to synthesize it.